From a dataset of Full USPTO retrosynthesis dataset with 1.9M reactions from patents (1976-2016). Predict the reactants needed to synthesize the given product. Given the product [C:1]1([S:7]([C:10]2[C:11]3[C:12](=[C:13]([N:17]4[CH2:22][CH2:21][N:20]([CH3:23])[CH2:19][CH2:18]4)[CH:14]=[CH:15][CH:16]=3)[NH:24][CH:25]=2)(=[O:8])=[O:9])[CH:2]=[CH:3][CH:4]=[CH:5][CH:6]=1, predict the reactants needed to synthesize it. The reactants are: [C:1]1([S:7]([CH2:10][C:11]2[CH:16]=[CH:15][CH:14]=[C:13]([N:17]3[CH2:22][CH2:21][N:20]([CH3:23])[CH2:19][CH2:18]3)[C:12]=2[NH2:24])(=[O:9])=[O:8])[CH:6]=[CH:5][CH:4]=[CH:3][CH:2]=1.[C:25]1(C)C=CC(S(O)(=O)=O)=CC=1.[OH-].[K+].[Cl-].[NH4+].